Dataset: Reaction yield outcomes from USPTO patents with 853,638 reactions. Task: Predict the reaction yield, written as a fraction of the theoretical maximum amount of product (1.0 means a 100% yield; for example, 0.34 means a 34% yield). (1) The product is [Cl:1][C:2]1[CH:10]=[CH:9][C:8]([I:11])=[CH:7][C:3]=1[C:4]([Cl:20])=[O:5]. The catalyst is C(Cl)Cl. The yield is 1.00. The reactants are [Cl:1][C:2]1[CH:10]=[CH:9][C:8]([I:11])=[CH:7][C:3]=1[C:4](O)=[O:5].CN(C)C=O.C(Cl)(=O)C([Cl:20])=O. (2) The reactants are F[C:2]1[CH:3]=[N:4][C:5]2[C:10]([N:11]=1)=[C:9]([C:12]1[NH:20][C:19]3[CH2:18][CH2:17][NH:16][C:15](=[O:21])[C:14]=3[CH:13]=1)[CH:8]=[CH:7][CH:6]=2.[CH3:22][C:23]1(C)C[CH2:26][CH2:25][NH:24]1. No catalyst specified. The product is [CH2:23]([N:24]([CH2:25][CH3:26])[C:2]1[CH:3]=[N:4][C:5]2[C:10]([N:11]=1)=[C:9]([C:12]1[NH:20][C:19]3[CH2:18][CH2:17][NH:16][C:15](=[O:21])[C:14]=3[CH:13]=1)[CH:8]=[CH:7][CH:6]=2)[CH3:22]. The yield is 0.500.